Predict the reaction yield, written as a fraction of the theoretical maximum amount of product (1.0 means a 100% yield; for example, 0.34 means a 34% yield). From a dataset of Reaction yield outcomes from USPTO patents with 853,638 reactions. (1) The reactants are [Cl:1][C:2]1[CH:7]=[CH:6][C:5]([F:8])=[CH:4][C:3]=1[C@H:9]1[CH2:13][CH2:12][CH2:11][N:10]1[C:14]1C=CN2[N:20]=[CH:21][C:22]([NH2:23])=[C:16]2[N:15]=1.C1[N:28]=[CH:27][N:26]([C:29]([N:31]2[CH:35]=N[CH:33]=[CH:32]2)=[O:30])C=1.N1CC[C@H:38]([OH:41])C1. The catalyst is C(Cl)Cl. The product is [Cl:1][C:2]1[CH:7]=[CH:6][C:5]([F:8])=[CH:4][C:3]=1[C@H:9]1[CH2:13][CH2:12][CH2:11][N:10]1[C:14]1[N:20]=[CH:21][C:22]2[NH:23][N:28]=[C:27]([NH:26][C:29]([N:31]3[CH2:32][CH2:33][C@H:38]([OH:41])[CH2:35]3)=[O:30])[C:16]=2[N:15]=1. The yield is 0.810. (2) The reactants are [F:1][C:2]1[CH:3]=[CH:4][CH:5]=[C:6]2[C:10]=1[NH:9][N:8]=[C:7]2[C:11]([OH:13])=[O:12].S(=O)(=O)(O)O.[CH3:19]O. The catalyst is C(OCC)(=O)C. The product is [F:1][C:2]1[CH:3]=[CH:4][CH:5]=[C:6]2[C:10]=1[NH:9][N:8]=[C:7]2[C:11]([O:13][CH3:19])=[O:12]. The yield is 0.640. (3) The reactants are [NH2:1][C:2]1[N:7]=[CH:6][N:5]=[C:4]2[N:8]([C@H:18]3[CH2:23][CH2:22][C@@H:21]([N:24]4[CH2:29][CH2:28][N:27]([CH3:30])[CH2:26][CH2:25]4)[CH2:20][CH2:19]3)[N:9]=[C:10]([C:11]3[CH:16]=[CH:15][C:14]([OH:17])=[CH:13][CH:12]=3)[C:3]=12.F[C:32]1[CH:39]=[CH:38][CH:37]=[C:36]([S:40][C:41]2[CH:46]=[CH:45][CH:44]=[CH:43][N:42]=2)[C:33]=1[C:34]#[N:35].C(=O)([O-])[O-].[K+].[K+].[OH-].[Na+]. The catalyst is CN(C)C=O.C(OCC)(=O)C. The product is [NH2:1][C:2]1[N:7]=[CH:6][N:5]=[C:4]2[N:8]([C@H:18]3[CH2:23][CH2:22][C@@H:21]([N:24]4[CH2:25][CH2:26][N:27]([CH3:30])[CH2:28][CH2:29]4)[CH2:20][CH2:19]3)[N:9]=[C:10]([C:11]3[CH:16]=[CH:15][C:14]([O:17][C:32]4[CH:39]=[CH:38][CH:37]=[C:36]([S:40][C:41]5[CH:46]=[CH:45][CH:44]=[CH:43][N:42]=5)[C:33]=4[C:34]#[N:35])=[CH:13][CH:12]=3)[C:3]=12. The yield is 0.680. (4) The reactants are [Br:1][C:2]1[CH:7]=[CH:6][C:5]([C@@H:8]([NH:10][CH2:11][CH2:12][C:13]([CH:18]([CH3:20])[CH3:19])([OH:17])[CH2:14][CH:15]=[CH2:16])[CH3:9])=[CH:4][CH:3]=1.C(N(CC)CC)C.Cl[C:29](Cl)([O:31]C(=O)OC(Cl)(Cl)Cl)Cl. The product is [CH2:14]([C:13]1([CH:18]([CH3:20])[CH3:19])[O:17][C:29](=[O:31])[N:10]([C@H:8]([C:5]2[CH:4]=[CH:3][C:2]([Br:1])=[CH:7][CH:6]=2)[CH3:9])[CH2:11][CH2:12]1)[CH:15]=[CH2:16]. The yield is 0.560. The catalyst is C(Cl)Cl.